From a dataset of Catalyst prediction with 721,799 reactions and 888 catalyst types from USPTO. Predict which catalyst facilitates the given reaction. (1) Reactant: [CH2:1]([N:5]1[C:10]([N:11]([C:15]2[CH:20]=[C:19]([CH3:21])[CH:18]=[C:17]([CH3:22])[CH:16]=2)C(=O)C)=[C:9]([CH2:23][CH3:24])[C:8](=[O:25])[NH:7][C:6]1=[O:26])[CH:2]=[CH:3][CH3:4].C[O-].[Na+].[NH4+].[Cl-]. Product: [CH2:1]([N:5]1[C:10]([NH:11][C:15]2[CH:16]=[C:17]([CH3:22])[CH:18]=[C:19]([CH3:21])[CH:20]=2)=[C:9]([CH2:23][CH3:24])[C:8](=[O:25])[NH:7][C:6]1=[O:26])[CH:2]=[CH:3][CH3:4]. The catalyst class is: 5. (2) Reactant: [F:1][CH:2]([CH:8](O)[C:9]1[CH:14]=[CH:13][C:12]([C:15]2[N:19]=[CH:18][N:17]([C:20]3[CH:25]=[CH:24][C:23]([O:26][C:27]([F:30])([F:29])[F:28])=[CH:22][CH:21]=3)[N:16]=2)=[CH:11][CH:10]=1)[C:3]([O:5][CH2:6][CH3:7])=[O:4].COCCN(S(F)(F)[F:42])CCOC. Product: [F:1][CH:2]([CH:8]([F:42])[C:9]1[CH:14]=[CH:13][C:12]([C:15]2[N:19]=[CH:18][N:17]([C:20]3[CH:21]=[CH:22][C:23]([O:26][C:27]([F:28])([F:30])[F:29])=[CH:24][CH:25]=3)[N:16]=2)=[CH:11][CH:10]=1)[C:3]([O:5][CH2:6][CH3:7])=[O:4]. The catalyst class is: 4. (3) Reactant: Br[C:2]1[CH:7]=[CH:6][CH:5]=[CH:4][N:3]=1.[Li]CCCC.[CH2:13]([Sn:17]([CH2:23][CH2:24][CH2:25][CH3:26])([CH2:19][CH2:20][CH2:21][CH3:22])Cl)[CH2:14][CH2:15][CH3:16]. Product: [CH2:23]([Sn:17]([CH2:13][CH2:14][CH2:15][CH3:16])([CH2:19][CH2:20][CH2:21][CH3:22])[C:2]1[CH:7]=[CH:6][CH:5]=[CH:4][N:3]=1)[CH2:24][CH2:25][CH3:26]. The catalyst class is: 1.